The task is: Predict the reactants needed to synthesize the given product.. This data is from Full USPTO retrosynthesis dataset with 1.9M reactions from patents (1976-2016). Given the product [F:17][C:8]([F:16])([C:9]([F:14])([F:15])[C:10]([F:11])([F:12])[F:13])[CH:7]([CH:18]1[CH2:19][CH2:20][C:21]2([O:22][CH2:23][CH2:24][O:25]2)[CH2:26][CH2:27]1)[OH:6], predict the reactants needed to synthesize it. The reactants are: CC(C)(C)[Si]([O:6][CH:7]([CH:18]1[CH2:27][CH2:26][C:21]2([O:25][CH2:24][CH2:23][O:22]2)[CH2:20][CH2:19]1)[C:8]([F:17])([F:16])[C:9]([F:15])([F:14])[C:10]([F:13])([F:12])[F:11])(C)C.CCCC[N+](CCCC)(CCCC)CCCC.[F-].